Dataset: Forward reaction prediction with 1.9M reactions from USPTO patents (1976-2016). Task: Predict the product of the given reaction. (1) The product is: [N:16]1[CH:17]=[CH:18][CH:19]=[CH:20][C:15]=1[CH2:14][C:13]([N:9]1[C:10]2[C:6](=[CH:5][C:4]([NH2:1])=[CH:12][CH:11]=2)[CH2:7][CH2:8]1)=[O:21]. Given the reactants [N+:1]([C:4]1[CH:5]=[C:6]2[C:10](=[CH:11][CH:12]=1)[N:9]([C:13](=[O:21])[CH2:14][C:15]1[CH:20]=[CH:19][CH:18]=[CH:17][N:16]=1)[CH2:8][CH2:7]2)([O-])=O, predict the reaction product. (2) The product is: [Br:1][C:2]1[CH:3]=[C:4]([N:12]2[CH2:16][CH2:15][CH2:14][CH:13]2[CH3:17])[C:5]([CH3:11])=[C:6]([CH:10]=1)[C:7]([NH:19][CH2:20][C:21]1[C:22](=[O:29])[NH:23][C:24]([CH3:28])=[CH:25][C:26]=1[CH3:27])=[O:9]. Given the reactants [Br:1][C:2]1[CH:3]=[C:4]([N:12]2[CH2:16][CH2:15][CH2:14][CH:13]2[CH3:17])[C:5]([CH3:11])=[C:6]([CH:10]=1)[C:7]([OH:9])=O.Cl.[NH2:19][CH2:20][C:21]1[C:22](=[O:29])[NH:23][C:24]([CH3:28])=[CH:25][C:26]=1[CH3:27].C1C=NC2N(O)N=NC=2C=1.CN1CCOCC1.C(Cl)CCl, predict the reaction product. (3) Given the reactants Cl[C:2]1[C:3]2[N:4]([CH:10]=[C:11]([N+:13]([O-:15])=[O:14])[CH:12]=2)[N:5]=[CH:6][C:7]=1[C:8]#[N:9].Cl.[CH3:17][C@H:18]1[CH2:23][CH2:22][CH2:21][CH2:20][C@H:19]1[NH2:24], predict the reaction product. The product is: [CH3:17][C@H:18]1[CH2:23][CH2:22][CH2:21][CH2:20][C@H:19]1[NH:24][C:2]1[C:3]2[N:4]([CH:10]=[C:11]([N+:13]([O-:15])=[O:14])[CH:12]=2)[N:5]=[CH:6][C:7]=1[C:8]#[N:9]. (4) Given the reactants [C:1]1([CH:7]([CH3:9])[CH3:8])[CH:6]=[CH:5][CH:4]=[CH:3][CH:2]=1.II.[I:12](O)(=O)=O, predict the reaction product. The product is: [CH:7]([C:1]1[CH:6]=[CH:5][C:4]([I:12])=[CH:3][CH:2]=1)([CH3:9])[CH3:8]. (5) Given the reactants [N:1]1[C:10]2[C:5](=[C:6]([C:11]([C:13]3[N:14]=[CH:15][N:16](C(C4C=CC=CC=4)(C4C=CC=CC=4)C4C=CC=CC=4)[CH:17]=3)=[O:12])[CH:7]=[CH:8][CH:9]=2)[CH:4]=[CH:3][CH:2]=1.[OH-].[Na+], predict the reaction product. The product is: [NH:16]1[CH:17]=[C:13]([C:11]([C:6]2[CH:7]=[CH:8][CH:9]=[C:10]3[C:5]=2[CH:4]=[CH:3][CH:2]=[N:1]3)=[O:12])[N:14]=[CH:15]1. (6) The product is: [CH2:1]([O:8][C:9]1[N:14]=[N:13][C:12]([NH:15][C:17](=[O:18])[O:19][C:20]2[CH:25]=[CH:24][CH:23]=[CH:22][CH:21]=2)=[CH:11][CH:10]=1)[C:2]1[CH:7]=[CH:6][CH:5]=[CH:4][CH:3]=1. Given the reactants [CH2:1]([O:8][C:9]1[N:14]=[N:13][C:12]([NH2:15])=[CH:11][CH:10]=1)[C:2]1[CH:7]=[CH:6][CH:5]=[CH:4][CH:3]=1.Cl[C:17]([O:19][C:20]1[CH:25]=[CH:24][CH:23]=[CH:22][CH:21]=1)=[O:18], predict the reaction product. (7) Given the reactants [NH2:1][C:2]1[C:11]2[C:6](=[CH:7][CH:8]=[CH:9][CH:10]=2)[C:5]([O:12][C:13]2[C:22]3[NH:21][C:20](=[O:23])[CH:19]=[N:18][C:17]=3[N:16]=[CH:15][CH:14]=2)=[CH:4][CH:3]=1.[C:24]([C:28]1[CH:32]=[C:31]([N:33]=[C:34]=[O:35])[N:30]([C:36]2[CH:41]=[CH:40][CH:39]=[CH:38][CH:37]=2)[N:29]=1)([CH3:27])([CH3:26])[CH3:25], predict the reaction product. The product is: [C:24]([C:28]1[CH:32]=[C:31]([NH:33][C:34]([NH:1][C:2]2[C:11]3[C:6](=[CH:7][CH:8]=[CH:9][CH:10]=3)[C:5]([O:12][C:13]3[C:22]4[NH:21][C:20](=[O:23])[CH:19]=[N:18][C:17]=4[N:16]=[CH:15][CH:14]=3)=[CH:4][CH:3]=2)=[O:35])[N:30]([C:36]2[CH:41]=[CH:40][CH:39]=[CH:38][CH:37]=2)[N:29]=1)([CH3:27])([CH3:25])[CH3:26]. (8) The product is: [Cl:1][C:2]1[C:3]([O:12][C:13]2[CH:18]=[C:17]([O:19][CH2:20][CH2:21][O:22][CH3:23])[CH:16]=[CH:15][C:14]=2/[CH:24]=[CH:25]/[CH2:26][OH:27])=[N:4][CH:5]=[C:6]([C:8]([F:10])([F:9])[F:11])[CH:7]=1. Given the reactants [Cl:1][C:2]1[C:3]([O:12][C:13]2[CH:18]=[C:17]([O:19][CH2:20][CH2:21][O:22][CH3:23])[CH:16]=[CH:15][C:14]=2/[CH:24]=[CH:25]/[C:26](OCC)=[O:27])=[N:4][CH:5]=[C:6]([C:8]([F:11])([F:10])[F:9])[CH:7]=1.[H-].C([Al+]CC(C)C)C(C)C.[Cl-].[NH4+], predict the reaction product. (9) Given the reactants Br[C:2]1[CH:3]=[C:4]([CH:9]=[C:10]([C:12](=[O:22])[N:13]([CH3:21])[CH2:14][C:15]2[S:16][CH:17]=[C:18]([CH3:20])[N:19]=2)[CH:11]=1)[C:5]([O:7][CH3:8])=[O:6].[O:23]1[CH:27]=[CH:26][C:25](B2OC(C)(C)C(C)(C)O2)=[CH:24]1, predict the reaction product. The product is: [O:23]1[CH:27]=[CH:26][C:25]([C:2]2[CH:3]=[C:4]([CH:9]=[C:10]([C:12](=[O:22])[N:13]([CH3:21])[CH2:14][C:15]3[S:16][CH:17]=[C:18]([CH3:20])[N:19]=3)[CH:11]=2)[C:5]([O:7][CH3:8])=[O:6])=[CH:24]1. (10) The product is: [CH2:32]([N:5]1[CH2:6][C@@H:1]2[CH2:7][C@H:4]1[CH2:3][N:2]2[C:8]1[N:13]2[CH:14]=[CH:15][N:16]=[C:12]2[CH:11]=[C:10]([C:17]2[CH:22]=[CH:21][N:20]=[C:19]([NH:23][C@H:24]([C:26]3[CH:27]=[CH:28][CH:29]=[CH:30][CH:31]=3)[CH3:25])[CH:18]=2)[N:9]=1)[CH2:33][CH3:34]. Given the reactants [CH:1]12[CH2:7][CH:4]([NH:5][CH2:6]1)[CH2:3][N:2]2[C:8]1[N:13]2[CH:14]=[CH:15][N:16]=[C:12]2[CH:11]=[C:10]([C:17]2[CH:22]=[CH:21][N:20]=[C:19]([NH:23][CH:24]([C:26]3[CH:31]=[CH:30][CH:29]=[CH:28][CH:27]=3)[CH3:25])[CH:18]=2)[N:9]=1.[CH:32](=O)[CH2:33][CH3:34].CO, predict the reaction product.